Task: Predict the product of the given reaction.. Dataset: Forward reaction prediction with 1.9M reactions from USPTO patents (1976-2016) (1) The product is: [C:72]([O:71][C:69]([NH:68][CH2:67][CH2:66][CH2:65][C:64]([O:63][C@@H:14]1[CH2:15][C@H:16]2[C@:21]([CH3:22])([CH2:20][CH2:19][C@H:18]([O:29][CH2:30][CH2:31][N:32]([C:34]3[CH:35]=[CH:36][C:37]([C@H:40]4[CH2:57][C@@:55]5([CH3:56])[C@@H:51]([CH2:52][CH2:53][C@:54]5([OH:61])[C:58]#[C:59][CH3:60])[C@H:50]5[C:41]4=[C:42]4[C:47]([CH2:48][CH2:49]5)=[CH:46][C:45](=[O:62])[CH2:44][CH2:43]4)=[CH:38][CH:39]=3)[CH3:33])[CH2:17]2)[C@@H:23]2[C@@H:13]1[C@H:12]1[C@:26]([CH3:27])([C@@H:25]([OH:28])[CH2:24]2)[C@@H:9]([C@H:7]([CH3:8])[CH2:6][CH2:2][C:3]([OH:5])=[O:4])[CH2:10][CH2:11]1)=[O:76])=[O:70])([CH3:75])([CH3:73])[CH3:74]. Given the reactants C[CH:2]([CH2:6][C@H:7]([C@@H:9]1[C@:26]2([CH3:27])[C@H:12]([C@H:13]3[C@H:23]([CH2:24][C@@H:25]2[OH:28])[C@:21]2([CH3:22])[C@@H:16]([CH2:17][C@@H:18]([O:29][CH2:30][CH2:31][N:32]([C:34]4[CH:39]=[CH:38][C:37]([C@H:40]5[CH2:57][C@@:55]6([CH3:56])[C@@H:51]([CH2:52][CH2:53][C@:54]6([OH:61])[C:58]#[C:59][CH3:60])[C@H:50]6[C:41]5=[C:42]5[C:47]([CH2:48][CH2:49]6)=[CH:46][C:45](=[O:62])[CH2:44][CH2:43]5)=[CH:36][CH:35]=4)[CH3:33])[CH2:19][CH2:20]2)[CH2:15][C@H:14]3[O:63][C:64](=[O:76])[CH2:65][CH2:66][CH2:67][NH:68][C:69]([O:71][C:72]([CH3:75])([CH3:74])[CH3:73])=[O:70])[CH2:11][CH2:10]1)[CH3:8])[C:3]([OH:5])=[O:4].[Li+].[OH-], predict the reaction product. (2) Given the reactants [CH3:1][O:2][C:3](=[O:31])[C@@H:4]([NH:23]C(OC(C)(C)C)=O)[CH2:5][C:6]1[CH:11]=[CH:10][C:9]([O:12][C:13]2[C:22]3[C:17](=[CH:18][N:19]=[CH:20][CH:21]=3)[CH:16]=[CH:15][N:14]=2)=[CH:8][CH:7]=1.FC(F)(F)C(O)=O, predict the reaction product. The product is: [CH3:1][O:2][C:3](=[O:31])[C@@H:4]([NH2:23])[CH2:5][C:6]1[CH:7]=[CH:8][C:9]([O:12][C:13]2[C:22]3[C:17](=[CH:18][N:19]=[CH:20][CH:21]=3)[CH:16]=[CH:15][N:14]=2)=[CH:10][CH:11]=1. (3) Given the reactants [CH3:1][C:2]([CH3:11])([CH2:5][CH2:6][CH2:7][CH:8]([CH3:10])[CH3:9])[CH:3]=O.N1CCCCC1.[C:18]([CH2:20][C:21]([O:23][CH2:24][C:25]1[CH:30]=[CH:29][CH:28]=[CH:27][CH:26]=1)=[O:22])#[N:19].C(O)(=O)C.Cl, predict the reaction product. The product is: [CH2:24]([O:23][C:21](=[O:22])[C:20]([C:18]#[N:19])=[CH:3][C:2]([CH3:11])([CH3:1])[CH2:5][CH2:6][CH2:7][CH:8]([CH3:10])[CH3:9])[C:25]1[CH:30]=[CH:29][CH:28]=[CH:27][CH:26]=1. (4) The product is: [CH3:31][N:32]1[C:37]([CH3:38])=[CH:36][C:35](=[O:39])[C:34]([O:40][CH2:41][C:42]2[CH:47]=[CH:46][CH:45]=[CH:44][CH:43]=2)=[C:33]1[CH2:48][N:24]1[C:20](=[O:30])[C:21]2=[CH:29][CH:28]=[CH:27][CH:26]=[C:22]2[C:23]1=[O:25]. Given the reactants C1(P(C2C=CC=CC=2)C2C=CC=CC=2)C=CC=CC=1.[C:20]1(=[O:30])[NH:24][C:23](=[O:25])[C:22]2=[CH:26][CH:27]=[CH:28][CH:29]=[C:21]12.[CH3:31][N:32]1[C:37]([CH3:38])=[CH:36][C:35](=[O:39])[C:34]([O:40][CH2:41][C:42]2[CH:47]=[CH:46][CH:45]=[CH:44][CH:43]=2)=[C:33]1[CH2:48]O.N(C(OC(C)C)=O)=NC(OC(C)C)=O, predict the reaction product. (5) Given the reactants C([O:5][C:6](=[O:34])[C:7]([S:10][C:11]1[S:12][CH:13]=[C:14]([CH2:16][CH2:17][O:18][C:19]2[CH:24]=[CH:23][C:22]([C:25]([NH:27][C:28]3[CH:33]=[CH:32][CH:31]=[CH:30][CH:29]=3)=[O:26])=[CH:21][CH:20]=2)[N:15]=1)([CH3:9])[CH3:8])(C)(C)C.FC(F)(F)C(O)=O, predict the reaction product. The product is: [NH:27]([C:25]([C:22]1[CH:23]=[CH:24][C:19]([O:18][CH2:17][CH2:16][C:14]2[N:15]=[C:11]([S:10][C:7]([CH3:9])([CH3:8])[C:6]([OH:34])=[O:5])[S:12][CH:13]=2)=[CH:20][CH:21]=1)=[O:26])[C:28]1[CH:29]=[CH:30][CH:31]=[CH:32][CH:33]=1. (6) Given the reactants [Cl-].[CH3:2][O:3]C[P+](C1C=CC=CC=1)(C1C=CC=CC=1)C1C=CC=CC=1.CC(C)([O-])C.[K+].[F:30][C:31]1[CH:32]=[C:33]([CH:38]2[CH2:43][CH2:42][C:41](=O)[CH2:40][CH2:39]2)[CH:34]=[C:35]([F:37])[CH:36]=1.O, predict the reaction product. The product is: [F:30][C:31]1[CH:32]=[C:33]([C@H:38]2[CH2:43][CH2:42][C@H:41]([CH:2]=[O:3])[CH2:40][CH2:39]2)[CH:34]=[C:35]([F:37])[CH:36]=1. (7) Given the reactants Br[CH2:2][C:3]1[C:7]2[N:8]=[C:9]([N:14]3[CH:18]=[C:17]([C:19]([O:21][CH2:22][CH3:23])=[O:20])[CH:16]=[N:15]3)[N:10]=[C:11]([O:12][CH3:13])[C:6]=2[N:5]([CH3:24])[N:4]=1.[C:25]1(B(O)O)[CH:30]=[CH:29][CH:28]=[CH:27][CH:26]=1.P([O-])([O-])([O-])=O.[K+].[K+].[K+].S([O-])([O-])(=O)=O.[Na+].[Na+], predict the reaction product. The product is: [CH2:2]([C:3]1[C:7]2[N:8]=[C:9]([N:14]3[CH:18]=[C:17]([C:19]([O:21][CH2:22][CH3:23])=[O:20])[CH:16]=[N:15]3)[N:10]=[C:11]([O:12][CH3:13])[C:6]=2[N:5]([CH3:24])[N:4]=1)[C:25]1[CH:30]=[CH:29][CH:28]=[CH:27][CH:26]=1. (8) Given the reactants [OH:1][C:2]1[CH:7]=[CH:6][C:5]([CH2:8][CH2:9][CH2:10][N:11]2[C:19](=[O:20])[C:18]3[C:13](=[CH:14][CH:15]=[CH:16][CH:17]=3)[C:12]2=[O:21])=[CH:4][CH:3]=1.[F:22][C:23]([F:36])([F:35])[S:24](O[S:24]([C:23]([F:36])([F:35])[F:22])(=[O:26])=[O:25])(=[O:26])=[O:25].O.C(OCC)C, predict the reaction product. The product is: [F:22][C:23]([F:36])([F:35])[S:24]([O:1][C:2]1[CH:7]=[CH:6][C:5]([CH2:8][CH2:9][CH2:10][N:11]2[C:19](=[O:20])[C:18]3[C:13](=[CH:14][CH:15]=[CH:16][CH:17]=3)[C:12]2=[O:21])=[CH:4][CH:3]=1)(=[O:26])=[O:25]. (9) Given the reactants CO[C:3]1[CH:11]=[CH:10][C:6]2[N:7]=[CH:8][S:9][C:5]=2[CH:4]=1.Br[C:13]1[N:18]=[CH:17][C:16](N(C)C)=[CH:15][CH:14]=1.[CH3:22][O:23]C1C=CC2N=C(C3C=CC(C(F)(F)F)=CN=3)SC=2C=1.[CH3:43][N:44](C=O)C, predict the reaction product. The product is: [CH3:22][O:23][C:11]1[CH:3]=[CH:4][C:5]2[S:9][C:8]([C:16]3[CH:15]=[CH:14][C:13]([NH:44][CH3:43])=[N:18][CH:17]=3)=[N:7][C:6]=2[CH:10]=1. (10) Given the reactants [NH2:1][C:2]1[C:7]([CH:8]=O)=[CH:6][C:5]([F:10])=[CH:4][N:3]=1.[C:11](OCC)(=[O:18])[CH2:12][C:13]([O:15][CH2:16][CH3:17])=[O:14].N1CCCCC1, predict the reaction product. The product is: [F:10][C:5]1[CH:6]=[C:7]2[C:2](=[N:3][CH:4]=1)[NH:1][C:11](=[O:18])[C:12]([C:13]([O:15][CH2:16][CH3:17])=[O:14])=[CH:8]2.